This data is from Full USPTO retrosynthesis dataset with 1.9M reactions from patents (1976-2016). The task is: Predict the reactants needed to synthesize the given product. Given the product [ClH:1].[Cl:29][C:24]1[CH:23]=[C:22]([CH:27]=[CH:26][C:25]=1[F:28])[C:21]([NH:20][C@H:17]1[CH2:16][CH2:15][C@@H:14]([NH:13][C:2]2[CH:11]=[C:10]([CH3:12])[C:9]3[CH2:8][CH2:7][CH2:6][CH2:5][C:4]=3[N:3]=2)[CH2:19][CH2:18]1)=[O:30], predict the reactants needed to synthesize it. The reactants are: [Cl:1][C:2]1[CH:11]=[C:10]([CH3:12])[C:9]2[CH2:8][CH2:7][CH2:6][CH2:5][C:4]=2[N:3]=1.[NH2:13][C@@H:14]1[CH2:19][CH2:18][C@H:17]([NH:20][C:21](=[O:30])[C:22]2[CH:27]=[CH:26][C:25]([F:28])=[C:24]([Cl:29])[CH:23]=2)[CH2:16][CH2:15]1.C(O)CCC.C([O-])(O)=O.[Na+].